This data is from Peptide-MHC class I binding affinity with 185,985 pairs from IEDB/IMGT. The task is: Regression. Given a peptide amino acid sequence and an MHC pseudo amino acid sequence, predict their binding affinity value. This is MHC class I binding data. The peptide sequence is ALSTNHGHK. The MHC is HLA-A68:01 with pseudo-sequence HLA-A68:01. The binding affinity (normalized) is 0.258.